Task: Regression/Classification. Given a drug SMILES string, predict its toxicity properties. Task type varies by dataset: regression for continuous values (e.g., LD50, hERG inhibition percentage) or binary classification for toxic/non-toxic outcomes (e.g., AMES mutagenicity, cardiotoxicity, hepatotoxicity). Dataset: herg_karim.. Dataset: hERG potassium channel inhibition data for cardiac toxicity prediction from Karim et al. (1) The molecule is CCOC(=O)C1=C(C)NC2=C(C(=O)CC(C)(C)C2)C1c1ccc(-c2ccccc2)cc1. The result is 0 (non-blocker). (2) The compound is Cc1ccc2c(-c3nnc(SCCCN4CCc5cc6nc(C)sc6cc5CC4)n3C)cccc2n1. The result is 1 (blocker). (3) The molecule is O=C(NC1COc2cccc(-c3ccc(CO)nc3)c2C1)c1ccc(OCCOCC(F)(F)F)nc1. The result is 0 (non-blocker). (4) The compound is Cn1c(SCCCN2CC3CCN(c4c(F)cc(F)cc4F)C3C2)nnc1-c1cnccn1. The result is 1 (blocker). (5) The compound is CC(=O)C1=NN(c2ccccc2)/C(=C2/S/C(=N\c3nc(-c4ccccc4)cc(-c4ccccc4)c3C#N)N(c3ccccc3)C2=O)S1. The result is 1 (blocker). (6) The molecule is CCOc1cc2ncc(C(N)=O)c(Nc3cccc(Cl)c3Cl)c2cc1C1CCN(C)CC1. The result is 1 (blocker). (7) The compound is CN(C/C=C/c1ccc(-c2ccccc2)cc1)Cc1cccc2cc[nH]c12.Cl. The result is 0 (non-blocker). (8) The molecule is Cn1nc(NCC(=O)NC2CN(C3CCC(O)(c4cccnc4)CC3)C2)c2cc(C(F)(F)F)ccc21. The result is 0 (non-blocker).